From a dataset of Catalyst prediction with 721,799 reactions and 888 catalyst types from USPTO. Predict which catalyst facilitates the given reaction. (1) Product: [F:1][C:2]1[CH:3]=[C:4]([C:9]([F:10])([F:11])[F:12])[C:5]([N+:13]([O-:15])=[O:14])=[C:6]([OH:8])[CH:7]=1. Reactant: [F:1][C:2]1[CH:3]=[C:4]([C:9]([F:12])([F:11])[F:10])[CH:5]=[C:6]([OH:8])[CH:7]=1.[N+:13]([O-])([OH:15])=[O:14]. The catalyst class is: 86. (2) Reactant: Br[C:2]1[CH:7]=[CH:6][CH:5]=[CH:4][C:3]=1[CH:8]([C:10]1[CH:15]=[CH:14][C:13]([N:16]([CH3:18])[CH3:17])=[CH:12][CH:11]=1)[OH:9].[Li]CCCC.[SiH:24](Cl)([CH3:26])[CH3:25]. Product: [CH3:25][Si:24]1([CH3:26])[C:2]2[CH:7]=[CH:6][CH:5]=[CH:4][C:3]=2[CH:8]([C:10]2[CH:15]=[CH:14][C:13]([N:16]([CH3:18])[CH3:17])=[CH:12][CH:11]=2)[O:9]1. The catalyst class is: 1.